Dataset: Catalyst prediction with 721,799 reactions and 888 catalyst types from USPTO. Task: Predict which catalyst facilitates the given reaction. (1) Reactant: [NH2:1][C:2]1[N:7]=[CH:6][N:5]=[C:4]2[N:8]([CH2:25][C@@H:26]3[CH2:30][CH2:29][CH2:28][N:27]3[C:31](=[O:35])[CH2:32][C:33]#[N:34])[N:9]=[C:10]([C:11]3[CH:16]=[CH:15][C:14]([O:17][C:18]4[CH:23]=[CH:22][CH:21]=[CH:20][CH:19]=4)=[CH:13][C:12]=3[F:24])[C:3]=12.[CH3:36][C:37]1([CH:41]=O)[CH2:40][O:39][CH2:38]1.N1CCCCC1. Product: [NH2:1][C:2]1[N:7]=[CH:6][N:5]=[C:4]2[N:8]([CH2:25][C@@H:26]3[CH2:30][CH2:29][CH2:28][N:27]3[C:31]([C:32](=[CH:36][C:37]3([CH3:41])[CH2:40][O:39][CH2:38]3)[C:33]#[N:34])=[O:35])[N:9]=[C:10]([C:11]3[CH:16]=[CH:15][C:14]([O:17][C:18]4[CH:19]=[CH:20][CH:21]=[CH:22][CH:23]=4)=[CH:13][C:12]=3[F:24])[C:3]=12. The catalyst class is: 8. (2) Reactant: C([C@H]1COC(=O)N1C(=O)[C@@H:15]([O:40][CH2:41][CH3:42])[CH2:16][C:17]1[CH:22]=[CH:21][C:20]([C:23]2[CH:28]=[CH:27][CH:26]=[C:25]([CH2:29][N:30]([CH3:39])[C:31](=[O:38])[C:32]3[CH:37]=[CH:36][CH:35]=[CH:34][CH:33]=3)[CH:24]=2)=[CH:19][CH:18]=1)C1C=CC=CC=1.C1[CH2:48][O:47]CC1.[OH-:49].[Li+]. Product: [CH2:41]([O:40][C@@H:15]([CH2:16][C:17]1[CH:18]=[CH:19][C:20]([C:23]2[CH:28]=[CH:27][CH:26]=[C:25]([CH2:29][N:30]([CH3:39])[C:31]([C:32]3[CH:33]=[CH:34][CH:35]=[CH:36][CH:37]=3)=[O:38])[CH:24]=2)=[CH:21][CH:22]=1)[C:48]([OH:47])=[O:49])[CH3:42]. The catalyst class is: 6. (3) Reactant: Cl[C:2]1[C:3]([C:18]2[CH:23]=[CH:22][CH:21]=[CH:20][CH:19]=2)=[N:4][C:5]2[CH:6]=[CH:7][C:8]([O:16][CH3:17])=[C:9]([C:12]([O:14][CH3:15])=[O:13])[C:10]=2[N:11]=1.C([Sn](CCCC)(CCCC)[C:29]1[S:30][CH:31]=[CH:32][N:33]=1)CCC. Product: [CH3:17][O:16][C:8]1[CH:7]=[CH:6][C:5]2[N:4]=[C:3]([C:18]3[CH:23]=[CH:22][CH:21]=[CH:20][CH:19]=3)[C:2]([C:29]3[S:30][CH:31]=[CH:32][N:33]=3)=[N:11][C:10]=2[C:9]=1[C:12]([O:14][CH3:15])=[O:13]. The catalyst class is: 77. (4) Reactant: C([O-])(=O)C.[Na+].Cl.[CH3:7][O:8][NH2:9].[OH:10][CH2:11][C:12]#[C:13][C:14]1[N:19]=[C:18]([C:20](=O)[CH3:21])[CH:17]=[CH:16][CH:15]=1. Product: [CH3:7][O:8]/[N:9]=[C:20](/[C:18]1[CH:17]=[CH:16][CH:15]=[C:14]([C:13]#[C:12][CH2:11][OH:10])[N:19]=1)\[CH3:21]. The catalyst class is: 125. (5) Reactant: [NH2:1][C:2]1[C:3]2[C:10]([C:11]3[CH:16]=[CH:15][C:14]([O:17][C:18]4[CH:23]=[CH:22][CH:21]=[CH:20][CH:19]=4)=[CH:13][CH:12]=3)=[CH:9][N:8]([CH:24]3[CH2:29][CH2:28][C:27](=O)[CH2:26][CH2:25]3)[C:4]=2[N:5]=[CH:6][N:7]=1.[OH:31][CH:32]1[CH2:37][CH2:36][NH:35][CH2:34][CH2:33]1.C(O[BH-](OC(=O)C)OC(=O)C)(=O)C.[Na+].C(O)(=O)C.C(=O)(O)[O-].[Na+]. Product: [NH2:1][C:2]1[C:3]2[C:10]([C:11]3[CH:16]=[CH:15][C:14]([O:17][C:18]4[CH:23]=[CH:22][CH:21]=[CH:20][CH:19]=4)=[CH:13][CH:12]=3)=[CH:9][N:8]([C@@H:24]3[CH2:29][CH2:28][C@H:27]([N:35]4[CH2:36][CH2:37][CH:32]([OH:31])[CH2:33][CH2:34]4)[CH2:26][CH2:25]3)[C:4]=2[N:5]=[CH:6][N:7]=1.[NH2:1][C:2]1[C:3]2[C:10]([C:11]3[CH:16]=[CH:15][C:14]([O:17][C:18]4[CH:23]=[CH:22][CH:21]=[CH:20][CH:19]=4)=[CH:13][CH:12]=3)=[CH:9][N:8]([C@H:24]3[CH2:29][CH2:28][C@H:27]([N:35]4[CH2:36][CH2:37][CH:32]([OH:31])[CH2:33][CH2:34]4)[CH2:26][CH2:25]3)[C:4]=2[N:5]=[CH:6][N:7]=1. The catalyst class is: 325. (6) Reactant: [C:1]([C:4]1[CH:5]=[C:6]([CH:30]=[CH:31][CH:32]=1)/[CH:7]=[C:8]1/[C:9](=[O:29])[C@:10]2([CH2:25][CH2:24][C@H:23]3[C@@H:14]([CH2:15][CH2:16][C:17]4[CH:18]=[C:19]([C:26]([OH:28])=[O:27])[CH:20]=[CH:21][C:22]=43)[C@@H:12]2[CH2:13]/1)[CH3:11])(=[O:3])[NH2:2].[BH4-].[Na+]. Product: [C:1]([C:4]1[CH:5]=[C:6]([CH:30]=[CH:31][CH:32]=1)/[CH:7]=[C:8]1/[C@H:9]([OH:29])[C@:10]2([CH2:25][CH2:24][C@H:23]3[C@@H:14]([CH2:15][CH2:16][C:17]4[CH:18]=[C:19]([C:26]([OH:28])=[O:27])[CH:20]=[CH:21][C:22]=43)[C@@H:12]2[CH2:13]/1)[CH3:11])(=[O:3])[NH2:2]. The catalyst class is: 100. (7) Reactant: [Cl:1][C:2]1[CH:7]=[CH:6][C:5]([S:8]([N:11]([CH:19]([CH3:28])[CH2:20][C:21]([O:23]C(C)(C)C)=[O:22])[C:12]2[CH:17]=[CH:16][C:15]([F:18])=[CH:14][CH:13]=2)(=[O:10])=[O:9])=[CH:4][CH:3]=1.C(O)(C(F)(F)F)=O. Product: [Cl:1][C:2]1[CH:3]=[CH:4][C:5]([S:8]([N:11]([CH:19]([CH3:28])[CH2:20][C:21]([OH:23])=[O:22])[C:12]2[CH:17]=[CH:16][C:15]([F:18])=[CH:14][CH:13]=2)(=[O:10])=[O:9])=[CH:6][CH:7]=1. The catalyst class is: 2.